This data is from Reaction yield outcomes from USPTO patents with 853,638 reactions. The task is: Predict the reaction yield, written as a fraction of the theoretical maximum amount of product (1.0 means a 100% yield; for example, 0.34 means a 34% yield). (1) The reactants are [C:1]([NH:20][C@H:21]([CH2:25][CH3:26])[C@@H:22]([OH:24])[CH3:23])([C:14]1[CH:19]=[CH:18][CH:17]=[CH:16][CH:15]=1)([C:8]1[CH:13]=[CH:12][CH:11]=[CH:10][CH:9]=1)[C:2]1[CH:7]=[CH:6][CH:5]=[CH:4][CH:3]=1.FC(F)(F)C(O)=O. The catalyst is C(Cl)Cl. The product is [C:1]([NH:20][C@H:21]([CH2:25][CH3:26])[CH:22]([OH:24])[CH3:23])([C:8]1[CH:9]=[CH:10][CH:11]=[CH:12][CH:13]=1)([C:14]1[CH:19]=[CH:18][CH:17]=[CH:16][CH:15]=1)[C:2]1[CH:7]=[CH:6][CH:5]=[CH:4][CH:3]=1. The yield is 0.990. (2) The reactants are [Br:1][C:2]1[CH:11]=[C:10]([CH3:12])[CH:9]=[CH:8][C:3]=1[C:4]([O:6][CH3:7])=[O:5].[I:13]I.S(=O)(=O)(O)O. The catalyst is CC(O)=O. The product is [Br:1][C:2]1[CH:11]=[C:10]([CH3:12])[C:9]([I:13])=[CH:8][C:3]=1[C:4]([O:6][CH3:7])=[O:5]. The yield is 0.810. (3) The reactants are COC1C=CC(P2(SP(C3C=CC(OC)=CC=3)(=S)S2)=[S:10])=CC=1.[CH2:23]([O:30][N:31]1[C:37](=[O:38])[N:36]2[CH2:39][C@H:32]1[CH2:33][CH2:34][C@H:35]2[C:40]([NH:42][NH:43][C:44]([CH:46]1[CH2:51][CH2:50][N:49]([C:52]([O:54][C:55]([CH3:58])([CH3:57])[CH3:56])=[O:53])[CH2:48][CH2:47]1)=O)=O)[C:24]1[CH:29]=[CH:28][CH:27]=[CH:26][CH:25]=1.C([O-])(O)=O.[Na+]. The catalyst is C1COCC1. The product is [CH2:23]([O:30][N:31]1[C:37](=[O:38])[N:36]2[CH2:39][C@H:32]1[CH2:33][CH2:34][C@H:35]2[C:40]1[S:10][C:44]([CH:46]2[CH2:51][CH2:50][N:49]([C:52]([O:54][C:55]([CH3:58])([CH3:57])[CH3:56])=[O:53])[CH2:48][CH2:47]2)=[N:43][N:42]=1)[C:24]1[CH:29]=[CH:28][CH:27]=[CH:26][CH:25]=1. The yield is 0.500. (4) The reactants are [O:1]1[CH2:6][CH:5]=[C:4]([C:7]2[C:8]([O:13][C:14]3[CH:20]=[CH:19][C:17]([NH2:18])=[CH:16][CH:15]=3)=[N:9][CH:10]=[CH:11][N:12]=2)[CH2:3][CH2:2]1.CC1C=C2N=C3C(=NC(NC3=O)=O)N(C[C@H](O)[C@H](O)[C@H](O)CO)C2=CC=1C. The catalyst is C(O)C.[OH-].[Pd+2].[OH-].[Pd]. The product is [O:1]1[CH2:2][CH2:3][CH:4]([C:7]2[C:8]([O:13][C:14]3[CH:20]=[CH:19][C:17]([NH2:18])=[CH:16][CH:15]=3)=[N:9][CH:10]=[CH:11][N:12]=2)[CH2:5][CH2:6]1. The yield is 0.590. (5) The reactants are [CH3:1][O:2][CH2:3][CH:4]([NH:6][C:7]([C:9]1[CH:10]=[C:11]([C:18]2[CH:23]=[CH:22][C:21]([CH3:24])=[CH:20][CH:19]=2)[CH:12]=[C:13]([N+:15]([O-])=O)[CH:14]=1)=[O:8])[CH3:5].Cl[Sn]Cl. The catalyst is CO. The product is [CH3:1][O:2][CH2:3][CH:4]([NH:6][C:7]([C:9]1[CH:10]=[C:11]([C:18]2[CH:19]=[CH:20][C:21]([CH3:24])=[CH:22][CH:23]=2)[CH:12]=[C:13]([NH2:15])[CH:14]=1)=[O:8])[CH3:5]. The yield is 0.903. (6) The catalyst is O1CCCC1.[Zn].C1C=CC(/C=C/C(/C=C/C2C=CC=CC=2)=O)=CC=1.C1C=CC(/C=C/C(/C=C/C2C=CC=CC=2)=O)=CC=1.[Pd]. The product is [CH3:10][O:11][C:12](=[O:21])/[C:13](/[C:46]1[CH:45]=[CH:44][C:43]([N:49]2[C:53]([CH3:54])=[N:52][N:51]=[N:50]2)=[C:42]([F:41])[CH:47]=1)=[CH:14]/[CH:15]1[CH2:19][CH2:18][CH2:17][CH2:16]1. The yield is 0.680. The reactants are BrCCBr.C[Si](Cl)(C)C.[CH3:10][O:11][C:12](=[O:21])/[C:13](/I)=[CH:14]\[CH:15]1[CH2:19][CH2:18][CH2:17][CH2:16]1.C1(P(C2C=CC=CC=2)C2C=CC=CC=2)C=CC=CC=1.[F:41][C:42]1[CH:47]=[C:46](I)[CH:45]=[CH:44][C:43]=1[N:49]1[C:53]([CH3:54])=[N:52][N:51]=[N:50]1.[Cl-].[NH4+]. (7) The reactants are [CH2:1]([NH:3][C:4]1[N:9]=[C:8]([NH:10][CH:11]2[CH2:16][CH2:15][CH2:14][CH2:13][CH2:12]2)[CH:7]=[C:6]([CH3:17])[N:5]=1)[CH3:2].[I:18]N1C(=O)CCC1=O. The catalyst is CC#N. The product is [CH2:1]([NH:3][C:4]1[N:9]=[C:8]([NH:10][CH:11]2[CH2:16][CH2:15][CH2:14][CH2:13][CH2:12]2)[C:7]([I:18])=[C:6]([CH3:17])[N:5]=1)[CH3:2]. The yield is 0.730. (8) The reactants are [F:1][C:2]1[CH:7]=[CH:6][C:5]([CH:8]([OH:26])[CH:9]([CH2:15][C:16]2[CH:21]=[CH:20][CH:19]=[C:18]([C:22]([F:25])([F:24])[F:23])[CH:17]=2)[C:10]([O:12]CC)=[O:11])=[CH:4][CH:3]=1.[OH-].[Na+].Cl. The product is [F:1][C:2]1[CH:3]=[CH:4][C:5]([CH:8]([OH:26])[CH:9]([CH2:15][C:16]2[CH:21]=[CH:20][CH:19]=[C:18]([C:22]([F:24])([F:25])[F:23])[CH:17]=2)[C:10]([OH:12])=[O:11])=[CH:6][CH:7]=1. The yield is 0.850. The catalyst is CO. (9) The reactants are [N:1]1([C:14]([O:16][C:17]([CH3:20])([CH3:19])[CH3:18])=[O:15])[CH2:6][CH2:5][N:4]([C:7](OC(Cl)(Cl)Cl)=[O:8])[CH2:3][CH2:2]1.O.[NH2:22][NH2:23].CCOC(C)=O. The catalyst is C1COCC1.[Cl-].[Na+]. The product is [NH:22]([C:7]([N:4]1[CH2:5][CH2:6][N:1]([C:14]([O:16][C:17]([CH3:20])([CH3:19])[CH3:18])=[O:15])[CH2:2][CH2:3]1)=[O:8])[NH2:23]. The yield is 0.400.